From a dataset of Reaction yield outcomes from USPTO patents with 853,638 reactions. Predict the reaction yield, written as a fraction of the theoretical maximum amount of product (1.0 means a 100% yield; for example, 0.34 means a 34% yield). (1) The reactants are [H-].[Na+].[CH3:3][C:4]1([CH3:18])[CH2:12][C:11]2[NH:10][N:9]=[C:8]([C:13]([F:16])([F:15])[F:14])[C:7]=2[C:6](=[O:17])[CH2:5]1.[Br:19][C:20]1[CH:27]=[C:26](F)[CH:25]=[CH:24][C:21]=1[C:22]#[N:23]. The catalyst is CS(C)=O. The product is [Br:19][C:20]1[CH:27]=[C:26]([N:10]2[C:11]3[CH2:12][C:4]([CH3:18])([CH3:3])[CH2:5][C:6](=[O:17])[C:7]=3[C:8]([C:13]([F:16])([F:15])[F:14])=[N:9]2)[CH:25]=[CH:24][C:21]=1[C:22]#[N:23]. The yield is 0.630. (2) The reactants are CCN(C(C)C)C(C)C.Cl.Cl.[NH2:12][CH2:13][C:14]1[CH:15]=[C:16]([C:20]2[C:21]([F:41])=[C:22]([C:25]([C:28]3[CH:33]=[CH:32][C:31]([O:34][C:35]4[CH:40]=[CH:39][CH:38]=[CH:37][CH:36]=4)=[CH:30][CH:29]=3)=[CH:26][N:27]=2)[C:23]#[N:24])[CH:17]=[CH:18][CH:19]=1.[C:42](OC(=O)C)(=[O:44])[CH3:43]. The catalyst is ClCCl.[Cl-].[Na+].O.O. The product is [C:23]([C:22]1[C:25]([C:28]2[CH:33]=[CH:32][C:31]([O:34][C:35]3[CH:40]=[CH:39][CH:38]=[CH:37][CH:36]=3)=[CH:30][CH:29]=2)=[CH:26][N:27]=[C:20]([C:16]2[CH:15]=[C:14]([CH:19]=[CH:18][CH:17]=2)[CH2:13][NH:12][C:42](=[O:44])[CH3:43])[C:21]=1[F:41])#[N:24]. The yield is 0.910. (3) The reactants are [Cl:1][C:2]1[CH:11]=[C:10]2[C:5]([C:6]([I:20])=[C:7]([C:13]3[CH:18]=[CH:17][CH:16]=[CH:15][C:14]=3[Cl:19])[N+:8]([O-])=[CH:9]2)=[CH:4][N:3]=1.P(Cl)(Cl)Cl. The catalyst is ClCCl. The product is [Cl:1][C:2]1[CH:11]=[C:10]2[C:5]([C:6]([I:20])=[C:7]([C:13]3[CH:18]=[CH:17][CH:16]=[CH:15][C:14]=3[Cl:19])[N:8]=[CH:9]2)=[CH:4][N:3]=1. The yield is 0.500. (4) The catalyst is C(O)C. The yield is 0.732. The product is [Cl:1][C:2]1[CH:7]=[CH:6][C:5]([O:8][C:9]2[CH:10]=[CH:11][C:12]([CH:15]([OH:17])[CH3:16])=[CH:13][CH:14]=2)=[CH:4][C:3]=1[C:18]([F:19])([F:20])[F:21]. The reactants are [Cl:1][C:2]1[CH:7]=[CH:6][C:5]([O:8][C:9]2[CH:14]=[CH:13][C:12]([C:15](=[O:17])[CH3:16])=[CH:11][CH:10]=2)=[CH:4][C:3]=1[C:18]([F:21])([F:20])[F:19].[BH4-].[Na+]. (5) The reactants are [N:1]1([C:5]2[CH:10]=[CH:9][N:8]3[CH:11]=[C:12]([C:14]4[CH:15]=[C:16]([OH:20])[CH:17]=[CH:18][CH:19]=4)[N:13]=[C:7]3[CH:6]=2)[CH2:4][CH2:3][CH2:2]1.CC1C=CC(S(O[CH2:32][F:33])(=O)=O)=CC=1.C([O-])([O-])=O.[Cs+].[Cs+].CN(C=O)C. The catalyst is C(Cl)Cl.O. The product is [N:1]1([C:5]2[CH:10]=[CH:9][N:8]3[CH:11]=[C:12]([C:14]4[CH:19]=[CH:18][CH:17]=[C:16]([O:20][CH2:32][F:33])[CH:15]=4)[N:13]=[C:7]3[CH:6]=2)[CH2:2][CH2:3][CH2:4]1. The yield is 0.340. (6) The reactants are [CH3:1][C:2]1[O:6][N:5]=[C:4]([C:7]2[CH:12]=[CH:11][CH:10]=[CH:9][CH:8]=2)[C:3]=1[CH2:13][O:14][C:15]1[CH:20]=[CH:19][C:18]([S:21][CH3:22])=[CH:17][N:16]=1.C1(S(N2C(C3C=CC=CC=3)O2)(=O)=[O:30])C=CC=CC=1. The catalyst is ClCCl. The product is [CH3:22][S:21]([C:18]1[CH:19]=[CH:20][C:15]([O:14][CH2:13][C:3]2[C:4]([C:7]3[CH:8]=[CH:9][CH:10]=[CH:11][CH:12]=3)=[N:5][O:6][C:2]=2[CH3:1])=[N:16][CH:17]=1)=[O:30]. The yield is 0.950. (7) The reactants are [CH3:1][O:2][C:3]1[CH:8]=[CH:7][C:6]([NH:9][C:10](=[O:19])[C:11]2[CH:16]=[CH:15][C:14]([F:17])=[CH:13][C:12]=2[NH2:18])=[CH:5][CH:4]=1.[N:20]1[CH:25]=[CH:24][C:23]([N:26]2[CH2:34][CH2:33][CH:29]([C:30]([Cl:32])=[O:31])[CH2:28][CH2:27]2)=[CH:22][CH:21]=1. No catalyst specified. The product is [ClH:32].[F:17][C:14]1[CH:15]=[CH:16][C:11]([C:10]([NH:9][C:6]2[CH:7]=[CH:8][C:3]([O:2][CH3:1])=[CH:4][CH:5]=2)=[O:19])=[C:12]([NH:18][C:30]([CH:29]2[CH2:28][CH2:27][N:26]([C:23]3[CH:22]=[CH:21][N:20]=[CH:25][CH:24]=3)[CH2:34][CH2:33]2)=[O:31])[CH:13]=1. The yield is 0.780.